Dataset: Reaction yield outcomes from USPTO patents with 853,638 reactions. Task: Predict the reaction yield, written as a fraction of the theoretical maximum amount of product (1.0 means a 100% yield; for example, 0.34 means a 34% yield). The reactants are [CH3:1][C:2]1[CH:3]=[C:4]([C:8]([C:10]2[CH:15]=[CH:14][CH:13]=[C:12](C)[N:11]=2)=O)[O:5][C:6]=1[CH3:7].[NH3:17].[CH3:18]O. No catalyst specified. The product is [CH3:1][C:2]1[CH:3]=[C:4]([OH:5])[C:8]([C:10]2[CH:15]=[C:14]([CH3:18])[CH:13]=[CH:12][N:11]=2)=[N:17][C:6]=1[CH3:7]. The yield is 0.890.